Dataset: TCR-epitope binding with 47,182 pairs between 192 epitopes and 23,139 TCRs. Task: Binary Classification. Given a T-cell receptor sequence (or CDR3 region) and an epitope sequence, predict whether binding occurs between them. (1) The epitope is TPRVTGGGAM. The TCR CDR3 sequence is CASSLQTGQETQYF. Result: 1 (the TCR binds to the epitope). (2) The TCR CDR3 sequence is CASTPSFEQYF. Result: 1 (the TCR binds to the epitope). The epitope is ELAGIGILTV. (3) The epitope is ELAGIGILTV. The TCR CDR3 sequence is CASSPDVYGYTF. Result: 1 (the TCR binds to the epitope). (4) The epitope is RLRAEAQVK. The TCR CDR3 sequence is CARQPLRGANVLTF. Result: 1 (the TCR binds to the epitope).